Dataset: Catalyst prediction with 721,799 reactions and 888 catalyst types from USPTO. Task: Predict which catalyst facilitates the given reaction. (1) Reactant: [CH:1]([C:3]1[CH:18]=[CH:17][C:6]([O:7][C:8]2[N:9]=[CH:10][C:11]([C:14]([NH2:16])=[O:15])=[N:12][CH:13]=2)=[C:5]([O:19][CH3:20])[CH:4]=1)=O.[CH2:21]([NH2:26])[CH2:22][CH:23]([CH3:25])[CH3:24].[BH4-].[Na+]. Product: [CH3:20][O:19][C:5]1[CH:4]=[C:3]([CH2:1][NH:26][CH2:21][CH2:22][CH:23]([CH3:25])[CH3:24])[CH:18]=[CH:17][C:6]=1[O:7][C:8]1[N:9]=[CH:10][C:11]([C:14]([NH2:16])=[O:15])=[N:12][CH:13]=1. The catalyst class is: 5. (2) Reactant: [F:1][C:2]1[CH:3]=[C:4]([NH:26][C@H:27]2[CH2:30][C@H:29]([C:31]([O:33]C)=[O:32])[CH2:28]2)[CH:5]=[CH:6][C:7]=1[C:8]1[S:9][C:10]2[C:15]([N:16]=1)=[CH:14][CH:13]=[C:12]([C:17]1([C:20]3[CH:25]=[CH:24][CH:23]=[CH:22][CH:21]=3)[CH2:19][CH2:18]1)[N:11]=2.[OH-].[Na+].Cl. Product: [F:1][C:2]1[CH:3]=[C:4]([NH:26][C@H:27]2[CH2:30][C@H:29]([C:31]([OH:33])=[O:32])[CH2:28]2)[CH:5]=[CH:6][C:7]=1[C:8]1[S:9][C:10]2[C:15]([N:16]=1)=[CH:14][CH:13]=[C:12]([C:17]1([C:20]3[CH:25]=[CH:24][CH:23]=[CH:22][CH:21]=3)[CH2:18][CH2:19]1)[N:11]=2. The catalyst class is: 1.